This data is from Experimentally validated miRNA-target interactions with 360,000+ pairs, plus equal number of negative samples. The task is: Binary Classification. Given a miRNA mature sequence and a target amino acid sequence, predict their likelihood of interaction. The miRNA is rno-miR-206-3p with sequence UGGAAUGUAAGGAAGUGUGUGG. The protein sequence of the target gene is MCKDYVYDIDIEQIAKEEQGEALKLQASTSTEVSQQQCSVPGLGEKYPTWETTKPELELLGHNPRRRRIASSFTIGLRGLINLGNTCFMNCIVQALTHTPILRDFFLSDRHRCEMPSPELCLVCEMSSLFRELYSGNPSPHVPYKLLHLVWIHARHLAGYRQQDAHEFLIAALDVLHRHCKGDDVGKVASNPNHCNCIIDQIFTGGLQSDVTCQACHGVSTTIDPCWDISLDLPGSCTSFWPMSPGRESSLNGESHIPGITTLTDCLRRFTRPEHLGSSAKIKCGSCQSYQESTKQLTMK.... Result: 0 (no interaction).